This data is from Forward reaction prediction with 1.9M reactions from USPTO patents (1976-2016). The task is: Predict the product of the given reaction. (1) Given the reactants [C:1]([CH:3]([C:11]1[CH:16]=[CH:15][C:14]([O:17][CH3:18])=[CH:13][CH:12]=1)[C:4]1([OH:10])[CH2:9][CH2:8][CH2:7][CH2:6][CH2:5]1)#[N:2], predict the reaction product. The product is: [NH2:2][CH2:1][CH:3]([C:4]1([OH:10])[CH2:9][CH2:8][CH2:7][CH2:6][CH2:5]1)[C:11]1[CH:12]=[CH:13][C:14]([O:17][CH3:18])=[CH:15][CH:16]=1. (2) Given the reactants [C:1]([O:5][C:6](=[O:25])[C@@H:7]([NH2:24])[CH2:8][NH:9][C:10](=[O:23])[C:11]1[CH:16]=[CH:15][C:14]([CH2:17][CH2:18][C:19]([O:21][CH3:22])=[O:20])=[CH:13][CH:12]=1)([CH3:4])([CH3:3])[CH3:2].C(N(CC)CC)C.[C:33]([NH:36][C:37]1[CH:42]=[CH:41][C:40]([S:43](Cl)(=[O:45])=[O:44])=[CH:39][CH:38]=1)(=[O:35])[CH3:34], predict the reaction product. The product is: [C:1]([O:5][C:6](=[O:25])[C@@H:7]([NH:24][S:43]([C:40]1[CH:39]=[CH:38][C:37]([NH:36][C:33](=[O:35])[CH3:34])=[CH:42][CH:41]=1)(=[O:45])=[O:44])[CH2:8][NH:9][C:10](=[O:23])[C:11]1[CH:12]=[CH:13][C:14]([CH2:17][CH2:18][C:19]([O:21][CH3:22])=[O:20])=[CH:15][CH:16]=1)([CH3:4])([CH3:2])[CH3:3]. (3) Given the reactants [N:1]1([C:8]2[C:13]([CH:14]([CH2:19][CH2:20][CH3:21])[C:15]([O:17]C)=[O:16])=[C:12]([CH3:22])[N:11]=[C:10]([C:23]3[CH:28]=[CH:27][CH:26]=[CH:25][CH:24]=3)[N:9]=2)[CH2:7][CH2:6][CH2:5][CH2:4][CH2:3][CH2:2]1.[OH-].[Na+], predict the reaction product. The product is: [N:1]1([C:8]2[C:13]([CH:14]([CH2:19][CH2:20][CH3:21])[C:15]([OH:17])=[O:16])=[C:12]([CH3:22])[N:11]=[C:10]([C:23]3[CH:24]=[CH:25][CH:26]=[CH:27][CH:28]=3)[N:9]=2)[CH2:7][CH2:6][CH2:5][CH2:4][CH2:3][CH2:2]1.